This data is from Forward reaction prediction with 1.9M reactions from USPTO patents (1976-2016). The task is: Predict the product of the given reaction. (1) Given the reactants [CH2:1]([C@H:3]1[CH2:8][N:7](CC2C=CC=CC=2)[CH2:6][CH2:5][N:4]1[C:16]([O:18][C:19]([CH3:22])([CH3:21])[CH3:20])=[O:17])[CH3:2], predict the reaction product. The product is: [CH2:1]([C@H:3]1[CH2:8][NH:7][CH2:6][CH2:5][N:4]1[C:16]([O:18][C:19]([CH3:20])([CH3:22])[CH3:21])=[O:17])[CH3:2]. (2) Given the reactants [CH3:1][O:2][C:3](=[O:17])[C@@H:4]([O:14][CH2:15][CH3:16])[CH2:5][C:6]1[CH:11]=[CH:10][C:9]([OH:12])=[CH:8][C:7]=1[CH3:13].Cl[CH2:19][C:20]1[N:21]=[C:22]([C:25]2[CH:30]=[CH:29][C:28]([Cl:31])=[CH:27][CH:26]=2)[S:23][CH:24]=1.C(=O)([O-])[O-].[Cs+].[Cs+].[I-].[K+], predict the reaction product. The product is: [CH3:1][O:2][C:3](=[O:17])[C@@H:4]([O:14][CH2:15][CH3:16])[CH2:5][C:6]1[CH:11]=[CH:10][C:9]([O:12][CH2:19][C:20]2[N:21]=[C:22]([C:25]3[CH:30]=[CH:29][C:28]([Cl:31])=[CH:27][CH:26]=3)[S:23][CH:24]=2)=[CH:8][C:7]=1[CH3:13]. (3) Given the reactants Cl[C:2]1[C:13]2[CH:12]=[C:11]([C:14]([O:16][CH3:17])=[O:15])[CH2:10][CH2:9][CH2:8][NH:7][C:6]=2[N:5]=[CH:4][N:3]=1.[Cl:18][C:19]1[CH:20]=[C:21]([CH:23]=[CH:24][C:25]=1[O:26][C:27]1[CH:32]=[CH:31][CH:30]=[C:29]([C:33]([F:36])([F:35])[F:34])[CH:28]=1)[NH2:22].Cl.N1C=CC=CC=1.C(=O)(O)[O-].[Na+], predict the reaction product. The product is: [Cl:18][C:19]1[CH:20]=[C:21]([NH:22][C:2]2[C:13]3[CH:12]=[C:11]([C:14]([O:16][CH3:17])=[O:15])[CH2:10][CH2:9][CH2:8][NH:7][C:6]=3[N:5]=[CH:4][N:3]=2)[CH:23]=[CH:24][C:25]=1[O:26][C:27]1[CH:32]=[CH:31][CH:30]=[C:29]([C:33]([F:35])([F:36])[F:34])[CH:28]=1. (4) The product is: [OH:31][C:26]1[CH:27]=[CH:28][CH:29]=[CH:30][C:25]=1[C:16]1[N:15]=[C:14]([N:11]2[CH2:12][CH2:13][C@@H:9]([NH:8][C:33](=[O:34])[O:35][CH2:36][CH2:37][O:38][CH3:39])[CH2:10]2)[C:23]2[C:18](=[CH:19][C:20]([CH3:24])=[CH:21][CH:22]=2)[N:17]=1. Given the reactants C(N(CC)CC)C.[NH2:8][C@@H:9]1[CH2:13][CH2:12][N:11]([C:14]2[C:23]3[C:18](=[CH:19][C:20]([CH3:24])=[CH:21][CH:22]=3)[N:17]=[C:16]([C:25]3[CH:30]=[CH:29][CH:28]=[CH:27][C:26]=3[OH:31])[N:15]=2)[CH2:10]1.Cl[C:33]([O:35][CH2:36][CH2:37][O:38][CH3:39])=[O:34].ClC([O-])=O, predict the reaction product. (5) Given the reactants [H-].[Na+].C(OC(=O)CC[SH:9])C.[CH2:11]([O:18][C:19]1[CH:24]=[C:23](F)[CH:22]=[CH:21][C:20]=1[N+:26]([O-:28])=[O:27])[C:12]1[CH:17]=[CH:16][CH:15]=[CH:14][CH:13]=1.OC1C=CC=C(CC2C=CC(N3CC(=O)NS3(=O)=O)=C(O)C=2)C=1C#N, predict the reaction product. The product is: [CH2:11]([O:18][C:19]1[CH:24]=[C:23]([SH:9])[CH:22]=[CH:21][C:20]=1[N+:26]([O-:28])=[O:27])[C:12]1[CH:17]=[CH:16][CH:15]=[CH:14][CH:13]=1. (6) Given the reactants [Cl:1][C:2]1[N:7]=[CH:6][C:5]([S:8](Cl)(=[O:10])=[O:9])=[CH:4][CH:3]=1.[NH2:12][CH2:13][CH2:14][OH:15], predict the reaction product. The product is: [Cl:1][C:2]1[N:7]=[CH:6][C:5]([S:8]([NH:12][CH2:13][CH2:14][OH:15])(=[O:10])=[O:9])=[CH:4][CH:3]=1. (7) Given the reactants Cl.[NH2:2][C:3](=[NH:10])[CH2:4][C:5]([O:7][CH2:8][CH3:9])=[O:6].Br[CH2:12][C:13]([C:15]1[CH:24]=[CH:23][C:18]([C:19]([O:21][CH3:22])=[O:20])=[CH:17][CH:16]=1)=O, predict the reaction product. The product is: [NH2:10][C:3]1[NH:2][C:13]([C:15]2[CH:24]=[CH:23][C:18]([C:19]([O:21][CH3:22])=[O:20])=[CH:17][CH:16]=2)=[CH:12][C:4]=1[C:5]([O:7][CH2:8][CH3:9])=[O:6]. (8) The product is: [C:1]([O:5][C:6]([N:8]1[CH2:12][CH2:11][C@H:10]([CH:13]2[CH2:18][CH2:17][CH2:16][CH2:15][CH2:14]2)[C@@H:9]1[C:19]([OH:21])=[O:20])=[O:7])([CH3:4])([CH3:2])[CH3:3]. Given the reactants [C:1]([O:5][C:6]([N:8]1[CH2:12][CH2:11][C@H:10]([C:13]2[CH:18]=[CH:17][CH:16]=[CH:15][CH:14]=2)[C@@H:9]1[C:19]([OH:21])=[O:20])=[O:7])([CH3:4])([CH3:3])[CH3:2].C(O)(=O)C, predict the reaction product.